This data is from Forward reaction prediction with 1.9M reactions from USPTO patents (1976-2016). The task is: Predict the product of the given reaction. (1) Given the reactants [P:1]([O-:19])([O:11][CH2:12][C:13]1[CH:18]=[CH:17][CH:16]=[CH:15][CH:14]=1)([O:3][CH2:4][C:5]1[CH:10]=[CH:9][CH:8]=[CH:7][CH:6]=1)=[O:2].C(Cl)(=O)C(Cl)=O.[CH2:26]1[N:31]([CH2:32][CH2:33][CH2:34][CH2:35][O:36][C:37]2[CH:42]=[CH:41][C:40]3[CH:43]=[CH:44][C:45]([NH:47][C:39]=3[CH:38]=2)=O)[CH2:30][CH2:29][N:28]([C:48]2[CH:53]=[CH:52][CH:51]=[C:50]([Cl:54])[C:49]=2[Cl:55])[CH2:27]1.CC(C)([O-])C.[K+], predict the reaction product. The product is: [P:1]([O:3][CH2:4][C:5]1[CH:10]=[CH:9][CH:8]=[CH:7][CH:6]=1)([O:11][CH2:12][C:13]1[CH:18]=[CH:17][CH:16]=[CH:15][CH:14]=1)([O:19][C:45]1[CH:44]=[CH:43][C:40]2[C:39](=[CH:38][C:37]([O:36][CH2:35][CH2:34][CH2:33][CH2:32][N:31]3[CH2:30][CH2:29][N:28]([C:48]4[CH:53]=[CH:52][CH:51]=[C:50]([Cl:54])[C:49]=4[Cl:55])[CH2:27][CH2:26]3)=[CH:42][CH:41]=2)[N:47]=1)=[O:2]. (2) Given the reactants N#N.Cl.Cl.[CH3:5][O:6][C:7]1[CH:26]=[CH:25][C:10]2[NH:11][C:12]([C@H:14]([NH2:24])[CH2:15][C:16]3[CH:21]=[CH:20][C:19]([O:22][CH3:23])=[CH:18][CH:17]=3)=[N:13][C:9]=2[CH:8]=1.[OH-].[Na+], predict the reaction product. The product is: [CH3:5][O:6][C:7]1[CH:26]=[CH:25][C:10]2[NH:11][C:12]([C@H:14]([NH2:24])[CH2:15][C:16]3[CH:21]=[CH:20][C:19]([O:22][CH3:23])=[CH:18][CH:17]=3)=[N:13][C:9]=2[CH:8]=1. (3) Given the reactants [Cl:1][C:2]1[C:3]2[N:10]([CH2:11][CH:12]([NH:14]C(=O)OC(C)(C)C)[CH3:13])[CH:9]=[CH:8][C:4]=2[N:5]=[CH:6][N:7]=1.[Cl:22][C:23]1[CH:24]=[C:25]([CH:27]=[CH:28][C:29]=1[O:30][C:31]1[CH:36]=[CH:35][CH:34]=[C:33]([C:37]([F:40])([F:39])[F:38])[CH:32]=1)[NH2:26].C(OC(OC(C)(C)C)=O)(OC(C)(C)C)=O.Cl, predict the reaction product. The product is: [ClH:1].[ClH:22].[NH2:14][CH:12]([CH3:13])[CH2:11][N:10]1[C:3]2[C:2]([NH:26][C:25]3[CH:27]=[CH:28][C:29]([O:30][C:31]4[CH:36]=[CH:35][CH:34]=[C:33]([C:37]([F:38])([F:39])[F:40])[CH:32]=4)=[C:23]([Cl:22])[CH:24]=3)=[N:7][CH:6]=[N:5][C:4]=2[CH:8]=[CH:9]1.